Dataset: Forward reaction prediction with 1.9M reactions from USPTO patents (1976-2016). Task: Predict the product of the given reaction. (1) Given the reactants N[C:2]1[CH:7]=[CH:6][CH:5]=[CH:4][N:3]=1.O.[CH2:9]=O.[C:11]([BH3-])#[N:12].[Na+], predict the reaction product. The product is: [CH3:9][N:12]([CH3:11])[C:2]1[CH:7]=[CH:6][CH:5]=[CH:4][N:3]=1. (2) Given the reactants [CH3:1][C:2]([CH3:21])([CH3:20])[CH2:3][N:4]([CH2:17][CH2:18][OH:19])[C:5]1[CH:12]=[CH:11][C:8]([C:9]#[N:10])=[C:7]([C:13]([F:16])([F:15])[F:14])[CH:6]=1.O[C:23]1[CH:28]=[CH:27][C:26]([S:29]([NH2:32])(=[O:31])=[O:30])=[CH:25][CH:24]=1, predict the reaction product. The product is: [C:9]([C:8]1[CH:11]=[CH:12][C:5]([N:4]([CH2:3][C:2]([CH3:21])([CH3:20])[CH3:1])[CH2:17][CH2:18][O:19][C:23]2[CH:28]=[CH:27][C:26]([S:29]([NH2:32])(=[O:31])=[O:30])=[CH:25][CH:24]=2)=[CH:6][C:7]=1[C:13]([F:14])([F:15])[F:16])#[N:10]. (3) Given the reactants [N+:1]([C:4]1[CH:5]=[C:6]([CH:10]=[C:11]([N+:13]([O-:15])=[O:14])[CH:12]=1)[C:7](Cl)=[O:8])([O-:3])=[O:2].[OH:16][CH2:17][CH2:18][CH2:19][CH2:20][CH2:21][CH2:22][O:23][C:24]1[CH:29]=[CH:28][C:27](/[CH:30]=[CH:31]/[C:32]([O-:34])=[O:33])=[CH:26][C:25]=1[O:35][CH3:36].N1C=CC=C[CH:38]=1.CO, predict the reaction product. The product is: [N+:1]([C:4]1[CH:5]=[C:6]([CH:10]=[C:11]([N+:13]([O-:15])=[O:14])[CH:12]=1)[C:7]([O:16][CH2:17][CH2:18][CH2:19][CH2:20][CH2:21][CH2:22][O:23][C:24]1[CH:29]=[CH:28][C:27](/[CH:30]=[CH:31]/[C:32]([O:34][CH3:38])=[O:33])=[CH:26][C:25]=1[O:35][CH3:36])=[O:8])([O-:3])=[O:2].